Dataset: Forward reaction prediction with 1.9M reactions from USPTO patents (1976-2016). Task: Predict the product of the given reaction. (1) The product is: [ClH:54].[ClH:54].[CH:40]1([C@H:13]([NH:12][C:10](=[O:11])[C@H:9]([CH3:46])[NH:7][CH3:6])[C:14]([N:16]2[C@H:21]([C:22]([NH:23][C@H:24]3[C:33]4[C:28](=[CH:29][CH:30]=[CH:31][CH:32]=4)[O:27][CH2:26][CH2:25]3)=[O:34])[CH2:20][N:19]3[CH2:35][C@@:36]([OH:39])([CH3:38])[CH2:37][C@@H:18]3[CH2:17]2)=[O:15])[CH2:45][CH2:44][CH2:43][CH2:42][CH2:41]1. Given the reactants C(O[C:6](=O)[N:7]([C@@H:9]([CH3:46])[C:10]([NH:12][C@@H:13]([CH:40]1[CH2:45][CH2:44][CH2:43][CH2:42][CH2:41]1)[C:14]([N:16]1[C@H:21]([C:22](=[O:34])[NH:23][C@H:24]2[C:33]3[C:28](=[CH:29][CH:30]=[CH:31][CH:32]=3)[O:27][CH2:26][CH2:25]2)[CH2:20][N:19]2[CH2:35][C@@:36]([OH:39])([CH3:38])[CH2:37][C@@H:18]2[CH2:17]1)=[O:15])=[O:11])C)(C)(C)C.C(OCC)(=O)C.[ClH:54], predict the reaction product. (2) The product is: [NH:8]1[C:16]2[C:11](=[CH:12][CH:13]=[CH:14][CH:15]=2)[C:10]2([C:20]3=[CH:21][C:22]4[O:26][CH2:25][O:24][C:23]=4[CH:27]=[C:19]3[O:18][CH2:17]2)[C:9]1=[O:28]. Given the reactants C1(C(C2C=CC=CC=2)[N:8]2[C:16]3[C:11](=[CH:12][CH:13]=[CH:14][CH:15]=3)[C:10]3([C:20]4=[CH:21][C:22]5[O:26][CH2:25][O:24][C:23]=5[CH:27]=[C:19]4[O:18][CH2:17]3)[C:9]2=[O:28])C=CC=CC=1.[H][H], predict the reaction product.